This data is from Catalyst prediction with 721,799 reactions and 888 catalyst types from USPTO. The task is: Predict which catalyst facilitates the given reaction. (1) Reactant: [Br:1][C:2]1[CH:7]=[C:6]([C:8]2([CH2:15]O)[NH:13][C:12](=[O:14])[CH2:11][O:10][CH2:9]2)[CH:5]=[CH:4][N:3]=1.C([O-])([O-])=O.[Na+].[Na+].C(N(S(F)(F)[F:29])CC)C. Product: [Br:1][C:2]1[CH:7]=[C:6]([C:8]2([CH2:15][F:29])[NH:13][C:12](=[O:14])[CH2:11][O:10][CH2:9]2)[CH:5]=[CH:4][N:3]=1. The catalyst class is: 1. (2) Reactant: [CH3:1][N:2]([CH3:16])[C:3]1[CH:8]=[CH:7][C:6]([C:9]2[S:13][C:12]([CH:14]=[O:15])=[CH:11][CH:10]=2)=[CH:5][CH:4]=1.FC(F)(F)S(O[C:23]1[CH:28]=[CH:27]C=[CH:25][C:24]=1[Si](C)(C)C)(=O)=O.[F-].[K+].C1OCCOCCOCCOCCOCCOC1. Product: [CH3:1][N:2]([C:16]1[CH:27]=[CH:28][CH:23]=[CH:24][CH:25]=1)[C:3]1[CH:4]=[CH:5][C:6]([C:9]2[S:13][C:12]([CH:14]=[O:15])=[CH:11][CH:10]=2)=[CH:7][CH:8]=1. The catalyst class is: 1. (3) Reactant: [Si:1]([O:8][C@H:9]([CH2:60][O:61][Si:62]([C:65]([CH3:68])([CH3:67])[CH3:66])([CH3:64])[CH3:63])[CH2:10][C@H:11]1[O:15][C@@H:14]([CH2:16][C@@H:17]2[C:22](=[CH2:23])[C@H:21]([CH3:24])[CH2:20][C@H:19]([CH2:25][CH2:26][CH2:27][OH:28])[O:18]2)[C@H:13]([CH2:29][C:30](=[O:57])[CH2:31][C@@H:32]2[O:56][C@@H:36]3[C@@H:37]4[O:47][C@:45]5([CH2:48][CH2:49][C@@H:50]([OH:55])[CH2:51][C:52]([Br:54])=[CH2:53])[O:46][C@H:41]6[C@@H:42]([CH2:44]5)[O:43][C@@H:38]4[C@H:39]6[O:40][C@H:35]3[CH2:34][CH2:33]2)[C@H:12]1[O:58][CH3:59])([C:4]([CH3:7])([CH3:6])[CH3:5])([CH3:3])[CH3:2].N1C(C)=CC=CC=1C.Cl[Si:78]([CH2:83][CH3:84])([CH2:81][CH3:82])[CH2:79][CH3:80].CO.Cl. Product: [Si:1]([O:8][C@H:9]([CH2:60][O:61][Si:62]([C:65]([CH3:67])([CH3:66])[CH3:68])([CH3:64])[CH3:63])[CH2:10][C@H:11]1[O:15][C@@H:14]([CH2:16][C@@H:17]2[C:22](=[CH2:23])[C@H:21]([CH3:24])[CH2:20][C@H:19]([CH2:25][CH2:26][CH2:27][O:28][Si:78]([CH2:83][CH3:84])([CH2:81][CH3:82])[CH2:79][CH3:80])[O:18]2)[C@H:13]([CH2:29][C:30](=[O:57])[CH2:31][C@@H:32]2[O:56][C@@H:36]3[C@@H:37]4[O:47][C@:45]5([CH2:48][CH2:49][C@@H:50]([OH:55])[CH2:51][C:52]([Br:54])=[CH2:53])[O:46][C@H:41]6[C@@H:42]([CH2:44]5)[O:43][C@@H:38]4[C@H:39]6[O:40][C@H:35]3[CH2:34][CH2:33]2)[C@H:12]1[O:58][CH3:59])([C:4]([CH3:6])([CH3:5])[CH3:7])([CH3:2])[CH3:3]. The catalyst class is: 326.